From a dataset of Experimentally validated miRNA-target interactions with 360,000+ pairs, plus equal number of negative samples. Binary Classification. Given a miRNA mature sequence and a target amino acid sequence, predict their likelihood of interaction. (1) The miRNA is hsa-miR-4450 with sequence UGGGGAUUUGGAGAAGUGGUGA. The protein sequence of the target gene is MSEESNDDKKPTTKFELERETELRFEVEASQSVQLELLAGMAEIFGTELTRNKKFTFDAGAKVAVFTWHGCSLQLSGRTEVAYVSKDTPMLLYLNTHTALEQMRRQAEKEEERGPRVMVVGPTDVGKSTVCRLLLNYAVRLGRRPTYVELDVGQGSVSIPGTMGALYIERPADVEEGFSIQAPLVYHFGSTTPGTNIKLYNKITSRLADVFNQRCEVNRRASVSGCVINTCGWVKGYGYQALVHAASAFEVDVVVVLDQERLYNELKRDLPHFVRTVLLPKSGGVVERSKDFRRECRDER.... Result: 0 (no interaction). (2) The miRNA is hsa-miR-381-5p with sequence AGCGAGGUUGCCCUUUGUAUAU. The protein sequence of the target gene is MATPVVTKTAWKLQEIVAHASNVSSLVLGKASGRLLATGGDDCRVNLWSINKPNCIMSLTGHTSPVESVRLNTPEELIVAGSQSGSIRVWDLEAAKILRTLMGHKANICSLDFHPYGEFVASGSQDTNIKLWDIRRKGCVFRYRGHSQAVRCLRFSPDGKWLASAADDHTVKLWDLTAGKMMSEFPGHTGPVNVVEFHPNEYLLASGSSDRTIRFWDLEKFQVVSCIEGEPGPVRSVLFNPDGCCLYSGCQDSLRVYGWEPERCFDVVLVNWGKVADLAICNDQLIGVAFSQSNVSSYVV.... Result: 0 (no interaction). (3) The miRNA is hsa-miR-26b-5p with sequence UUCAAGUAAUUCAGGAUAGGU. The protein sequence of the target gene is MPKNKGKGGKNRRRGKNENESEKRELVFKEDGQEYAQVIKMLGNGRLEALCFDGVKRLCHIRGKLRKKVWINTSDIILVGLRDYQDNKADVILKYNADEARSLKAYGELPEHAKINETDTFGPGDDDEIQFDDIGDDDEDIDDI. Result: 1 (interaction).